Dataset: Reaction yield outcomes from USPTO patents with 853,638 reactions. Task: Predict the reaction yield, written as a fraction of the theoretical maximum amount of product (1.0 means a 100% yield; for example, 0.34 means a 34% yield). (1) The reactants are Cl[CH2:2][CH:3]([CH3:22])[CH2:4][O:5][C:6]1[CH:11]=[CH:10][C:9]([C:12]2[O:16][CH2:15][C:14]3([CH2:21][CH2:20][CH2:19][CH2:18][CH2:17]3)[N:13]=2)=[CH:8][CH:7]=1.C(=O)([O-])[O-].[K+].[K+].[NH:29]1[CH2:34][CH2:33][CH2:32][CH2:31][CH2:30]1. The catalyst is C(#N)C.[I-].[Na+]. The product is [CH3:22][CH:3]([CH2:2][N:29]1[CH2:34][CH2:33][CH2:32][CH2:31][CH2:30]1)[CH2:4][O:5][C:6]1[CH:11]=[CH:10][C:9]([C:12]2[O:16][CH2:15][C:14]3([CH2:21][CH2:20][CH2:19][CH2:18][CH2:17]3)[N:13]=2)=[CH:8][CH:7]=1. The yield is 0.400. (2) The reactants are C[Al](C)C.[CH3:5][C:6]1[CH:7]=[CH:8][C:9]([NH2:12])=[N:10][CH:11]=1.[Si:13]([O:20][CH2:21][CH2:22][CH2:23][C@H:24]([O:29][C:30]1[N:35]=[CH:34][N:33]=[C:32]2[N:36]([C:39]3[C:44]([Cl:45])=[CH:43][CH:42]=[CH:41][N:40]=3)[N:37]=[CH:38][C:31]=12)[C:25](OC)=[O:26])([C:16]([CH3:19])([CH3:18])[CH3:17])([CH3:15])[CH3:14].C(O)(=O)CC(CC(O)=O)(C(O)=O)O. The catalyst is C1(C)C=CC=CC=1.C(OCC)(=O)C. The product is [Si:13]([O:20][CH2:21][CH2:22][CH2:23][C@H:24]([O:29][C:30]1[C:31]2[CH:38]=[N:37][N:36]([C:39]3[C:44]([Cl:45])=[CH:43][CH:42]=[CH:41][N:40]=3)[C:32]=2[N:33]=[CH:34][N:35]=1)[C:25]([NH:12][C:9]1[CH:8]=[CH:7][C:6]([CH3:5])=[CH:11][N:10]=1)=[O:26])([C:16]([CH3:18])([CH3:19])[CH3:17])([CH3:15])[CH3:14]. The yield is 0.370. (3) The reactants are C(OC([N:8]1[CH2:13][CH2:12][N:11]([C:14]2[C:15]3[C:29]([CH:30]4[CH2:32][CH2:31]4)=[CH:28][N:27]=[CH:26][C:16]=3[N:17]=[C:18]([C:20]3[CH:25]=[CH:24][N:23]=[CH:22][CH:21]=3)[N:19]=2)[CH2:10][CH2:9]1)=O)(C)(C)C. The product is [CH:30]1([C:29]2[C:15]3[C:14]([N:11]4[CH2:12][CH2:13][NH:8][CH2:9][CH2:10]4)=[N:19][C:18]([C:20]4[CH:25]=[CH:24][N:23]=[CH:22][CH:21]=4)=[N:17][C:16]=3[CH:26]=[N:27][CH:28]=2)[CH2:32][CH2:31]1. The yield is 0.430. The catalyst is C(Cl)Cl.O1CCOCC1.Cl.CO. (4) The reactants are [OH:1][N:2]1[C:6](=[O:7])[C:5]2=[CH:8][CH:9]=[CH:10][CH:11]=[C:4]2[C:3]1=[O:12].C(=O)([O-])[O-].[K+].[K+].Cl[C@H:20]([CH3:28])[C:21]([O:23][C:24]([CH3:27])([CH3:26])[CH3:25])=[O:22].[Li+].[Cl-]. The catalyst is CN(C=O)C.CCOC(C)=O. The product is [O:7]=[C:6]1[C:5]2[C:4](=[CH:11][CH:10]=[CH:9][CH:8]=2)[C:3](=[O:12])[N:2]1[O:1][C@@H:20]([CH3:28])[C:21]([O:23][C:24]([CH3:27])([CH3:26])[CH3:25])=[O:22]. The yield is 0.380. (5) The reactants are [Cl:1][C:2]1[CH:25]=[CH:24][C:5]([CH2:6][C:7]2[C:11](=[O:12])[N:10]([C:13]3[S:14][C:15]([C:19]([O:21]C)=[O:20])=[C:16]([CH3:18])[N:17]=3)[NH:9][C:8]=2[CH3:23])=[CH:4][CH:3]=1.O.[OH-].[Li+]. The catalyst is O1CCCC1.O. The product is [Cl:1][C:2]1[CH:25]=[CH:24][C:5]([CH2:6][C:7]2[C:11](=[O:12])[N:10]([C:13]3[S:14][C:15]([C:19]([OH:21])=[O:20])=[C:16]([CH3:18])[N:17]=3)[NH:9][C:8]=2[CH3:23])=[CH:4][CH:3]=1. The yield is 0.530. (6) The reactants are CO[C:3]([C:5]1[NH:6][N:7]=[C:8]([O:10][CH2:11][C:12]2[C:13]([CH2:18][CH2:19][CH2:20][CH3:21])=[N:14][O:15][C:16]=2[CH3:17])[CH:9]=1)=[O:4].[NH:22]1[CH2:27][CH2:26][O:25][CH2:24][CH2:23]1. No catalyst specified. The product is [CH2:18]([C:13]1[C:12]([CH2:11][O:10][C:8]2[CH:9]=[C:5]([C:3]([N:22]3[CH2:27][CH2:26][O:25][CH2:24][CH2:23]3)=[O:4])[NH:6][N:7]=2)=[C:16]([CH3:17])[O:15][N:14]=1)[CH2:19][CH2:20][CH3:21]. The yield is 0.510. (7) The reactants are Br[CH2:2][C:3]1[C:4]2[C:9]([N:10]=[C:11]3[C:16]=1[CH:15]=[CH:14][CH:13]=[CH:12]3)=[CH:8][CH:7]=[CH:6][CH:5]=2.[P:17]([O:24]CC)([O:21][CH2:22][CH3:23])[O:18][CH2:19][CH3:20]. No catalyst specified. The product is [CH:5]1[C:4]2[C:9](=[N:10][C:11]3[C:16]([C:3]=2[CH2:2][P:17](=[O:24])([O:21][CH2:22][CH3:23])[O:18][CH2:19][CH3:20])=[CH:15][CH:14]=[CH:13][CH:12]=3)[CH:8]=[CH:7][CH:6]=1. The yield is 0.940. (8) The reactants are [CH3:1][O:2][C:3](=[O:12])[CH2:4][CH2:5][CH2:6][C:7]1[S:8][CH:9]=[CH:10][CH:11]=1.[Cl:13][C:14]1[N:19]=[C:18](Cl)[C:17]([CH3:21])=[CH:16][N:15]=1. No catalyst specified. The product is [CH3:1][O:2][C:3](=[O:12])[CH2:4][CH2:5][CH2:6][C:7]1[S:8][C:9]([C:16]2[C:17]([CH3:21])=[CH:18][N:19]=[C:14]([Cl:13])[N:15]=2)=[CH:10][CH:11]=1. The yield is 0.120. (9) The reactants are I[C:2]1[CH:3]=[C:4]2[C@@:15]3([CH2:19][O:18][C:17]([NH2:20])=[N:16]3)[C:14]3[C:9](=[N:10][CH:11]=[C:12]([Br:21])[CH:13]=3)[O:8][C:5]2=[CH:6][CH:7]=1.[N:22]1[CH:27]=[CH:26][CH:25]=[C:24](B(O)O)[CH:23]=1.C1COCC1.C(=O)([O-])[O-].[K+].[K+]. The catalyst is O.C1C=CC([P]([Pd]([P](C2C=CC=CC=2)(C2C=CC=CC=2)C2C=CC=CC=2)([P](C2C=CC=CC=2)(C2C=CC=CC=2)C2C=CC=CC=2)[P](C2C=CC=CC=2)(C2C=CC=CC=2)C2C=CC=CC=2)(C2C=CC=CC=2)C2C=CC=CC=2)=CC=1.C(OCC)(=O)C. The product is [Br:21][C:12]1[CH:13]=[C:14]2[C@:15]3([CH2:19][O:18][C:17]([NH2:20])=[N:16]3)[C:4]3[C:5](=[CH:6][CH:7]=[C:2]([C:24]4[CH:23]=[N:22][CH:27]=[CH:26][CH:25]=4)[CH:3]=3)[O:8][C:9]2=[N:10][CH:11]=1. The yield is 0.560.